This data is from Peptide-MHC class I binding affinity with 185,985 pairs from IEDB/IMGT. The task is: Regression. Given a peptide amino acid sequence and an MHC pseudo amino acid sequence, predict their binding affinity value. This is MHC class I binding data. (1) The peptide sequence is IAIPAHVRL. The MHC is HLA-A30:01 with pseudo-sequence HLA-A30:01. The binding affinity (normalized) is 0.0847. (2) The peptide sequence is GTQDQSLYL. The MHC is HLA-A02:01 with pseudo-sequence HLA-A02:01. The binding affinity (normalized) is 0.477.